Dataset: Peptide-MHC class II binding affinity with 134,281 pairs from IEDB. Task: Regression. Given a peptide amino acid sequence and an MHC pseudo amino acid sequence, predict their binding affinity value. This is MHC class II binding data. The peptide sequence is DEAHFLDPASIAARG. The MHC is DRB4_0103 with pseudo-sequence DRB4_0103. The binding affinity (normalized) is 0.505.